This data is from Forward reaction prediction with 1.9M reactions from USPTO patents (1976-2016). The task is: Predict the product of the given reaction. (1) Given the reactants [C:1]1([C@H:7]([NH:9][C@@:10]2([C:22]([O:24][CH2:25][CH3:26])=[O:23])[CH2:15][C@H:14](O)[CH:13]3[CH:11]2[C@H:12]3[C:17]([O:19][CH2:20][CH3:21])=[O:18])[CH3:8])[CH:6]=[CH:5][CH:4]=[CH:3][CH:2]=1.COCCN(S(F)(F)[F:37])CCOC.C([O-])([O-])=O.[Na+].[Na+], predict the reaction product. The product is: [C:1]1([C@H:7]([NH:9][C@@:10]2([C:22]([O:24][CH2:25][CH3:26])=[O:23])[CH2:15][C@@H:14]([F:37])[CH:13]3[CH:11]2[C@H:12]3[C:17]([O:19][CH2:20][CH3:21])=[O:18])[CH3:8])[CH:6]=[CH:5][CH:4]=[CH:3][CH:2]=1. (2) Given the reactants Cl.[F:2][C:3]1[CH:4]=[CH:5][C:6]2[N:11]([C:12]3[CH:17]=[CH:16][CH:15]=[CH:14][C:13]=3[F:18])[S:10]([O-])([O-])([O-:20])([O-:19])[CH:9]([CH2:23][CH2:24][CH2:25][NH:26][CH3:27])[O:8][C:7]=2[CH:28]=1.[Cl:29]CCCC1OC2C=C(F)C=CC=2N(C2C=CC=CC=2F)S1(=O)=O.CN, predict the reaction product. The product is: [ClH:29].[F:2][C:3]1[CH:4]=[CH:5][C:6]2[N:11]([C:12]3[CH:17]=[CH:16][CH:15]=[CH:14][C:13]=3[F:18])[S:10](=[O:19])(=[O:20])[CH:9]([CH2:23][CH2:24][CH2:25][NH:26][CH3:27])[O:8][C:7]=2[CH:28]=1. (3) Given the reactants [NH2:1][C@H:2]([C:7]([O-:9])=[O:8])[CH2:3][C:4]([O-:6])=[O:5].[NH2:10][C@H:11]([C:16]([OH:18])=[O:17])[CH2:12][C:13](=[O:15])[NH2:14].[NH4+].[OH-], predict the reaction product. The product is: [NH2:1][C@H:2]([C:7]([OH:9])=[O:8])[CH2:3][C:4](=[O:5])[OH:6].[NH2:10][C@H:11]([C:16]([OH:18])=[O:17])[CH2:12][C:13](=[O:15])[NH2:14].[C:16]1(=[O:18])[NH:14][C:13](=[O:15])[CH2:12][CH2:11]1. (4) Given the reactants [Cl:1][C:2]1[CH:3]=[C:4](OS(C(F)(F)F)(=O)=O)[CH:5]=[CH:6][C:7]=1[CH:8]=[O:9].[F:18][C:19]1[CH:20]=[C:21](B(O)O)[CH:22]=[CH:23][C:24]=1[O:25][CH3:26], predict the reaction product. The product is: [Cl:1][C:2]1[CH:3]=[C:4]([C:21]2[CH:22]=[CH:23][C:24]([O:25][CH3:26])=[C:19]([F:18])[CH:20]=2)[CH:5]=[CH:6][C:7]=1[CH:8]=[O:9]. (5) Given the reactants C(Cl)(=O)C(Cl)=O.[CH:7]([CH:10]1[CH2:15][CH2:14][CH:13]([CH3:16])[CH2:12][CH:11]1[N:17]1[C:21](=[O:22])[CH2:20][CH:19]([C:23]([OH:25])=O)[CH2:18]1)([CH3:9])[CH3:8].C(N(CC)C(C)C)(C)C.[CH2:35]([NH2:39])[CH:36]([CH3:38])[CH3:37].Cl, predict the reaction product. The product is: [CH2:35]([NH:39][C:23]([CH:19]1[CH2:20][C:21](=[O:22])[N:17]([CH:11]2[CH2:12][CH:13]([CH3:16])[CH2:14][CH2:15][CH:10]2[CH:7]([CH3:8])[CH3:9])[CH2:18]1)=[O:25])[CH:36]([CH3:38])[CH3:37]. (6) Given the reactants [NH2:1][C@H:2]([C:5]([OH:7])=[O:6])[CH2:3][SH:4].[CH3:8][N:9]1[CH2:14][CH2:13][C:12](=O)[CH2:11][CH2:10]1, predict the reaction product. The product is: [CH3:8][N:9]1[CH2:14][CH2:13][C:12]2([S:4][CH2:3][C@@H:2]([C:5]([OH:7])=[O:6])[NH:1]2)[CH2:11][CH2:10]1. (7) Given the reactants [C:1]([C@:8]([NH2:17])([CH2:13][CH2:14][CH2:15]O)[C:9]([O:11][CH3:12])=[O:10])([O:3][C:4]([CH3:7])([CH3:6])[CH3:5])=[O:2].C1(P(C2C=CC=CC=2)C2C=CC=CC=2)C=CC=CC=1.C(Br)(Br)(Br)[Br:38], predict the reaction product. The product is: [C:1]([C@:8]([NH2:17])([CH2:13][CH2:14][CH2:15][Br:38])[C:9]([O:11][CH3:12])=[O:10])([O:3][C:4]([CH3:7])([CH3:6])[CH3:5])=[O:2].